Task: Predict the reaction yield, written as a fraction of the theoretical maximum amount of product (1.0 means a 100% yield; for example, 0.34 means a 34% yield).. Dataset: Reaction yield outcomes from USPTO patents with 853,638 reactions (1) The reactants are [F:1][C:2]1[CH:7]=[CH:6][C:5]([N:8]2[CH:13]=[CH:12][CH:11]=[C:10]([N+:14]([O-])=O)[C:9]2=[O:17])=[CH:4][CH:3]=1.[Cl-].[NH4+]. The catalyst is C1COCC1.CO.CCOC(C)=O.[Zn]. The product is [NH2:14][C:10]1[C:9](=[O:17])[N:8]([C:5]2[CH:6]=[CH:7][C:2]([F:1])=[CH:3][CH:4]=2)[CH:13]=[CH:12][CH:11]=1. The yield is 1.00. (2) The reactants are [NH2:1][C:2]1[CH:3]=[C:4]([C:17]#[N:18])[C:5](=[CH:8][C:9]=1[NH:10][C:11]1[CH:16]=[CH:15][CH:14]=[CH:13][CH:12]=1)[C:6]#[N:7].[CH:19](OCC)(OCC)OCC.Cl.CCOCC. The catalyst is CCCCCC. The product is [C:11]1([N:10]2[C:9]3[CH:8]=[C:5]([C:6]#[N:7])[C:4]([C:17]#[N:18])=[CH:3][C:2]=3[N:1]=[CH:19]2)[CH:16]=[CH:15][CH:14]=[CH:13][CH:12]=1. The yield is 0.770. (3) The reactants are [Cl:1][C:2]1[CH:3]=[C:4]2[C:8](=[C:9]([Cl:11])[CH:10]=1)[NH:7][C:6]([C:12](Cl)=[O:13])=[CH:5]2.N1C=CC=CC=1.[CH:21]1[C:26]([NH2:27])=[CH:25][CH:24]=[C:23]([S:28]([NH:31][C:32]2[S:36][CH:35]=[CH:34][N:33]=2)(=[O:30])=[O:29])[CH:22]=1. The catalyst is C(Cl)Cl. The product is [S:36]1[CH:35]=[CH:34][N:33]=[C:32]1[NH:31][S:28]([C:23]1[CH:22]=[CH:21][C:26]([NH:27][C:12]([C:6]2[NH:7][C:8]3[C:4]([CH:5]=2)=[CH:3][C:2]([Cl:1])=[CH:10][C:9]=3[Cl:11])=[O:13])=[CH:25][CH:24]=1)(=[O:30])=[O:29]. The yield is 0.900. (4) The reactants are [F:1][C:2]1[CH:7]=[CH:6][C:5]([N:8]2[C:11](=[O:12])[C@H:10]([S:13][CH2:14][C:15]([C:17]3[CH:22]=[CH:21][C:20]([O:23][CH3:24])=[CH:19][CH:18]=3)=[O:16])[C@H:9]2[C:25]2[CH:39]=[CH:38][C:28]([O:29][CH2:30][C:31]([NH:33][CH2:34][C:35](O)=[O:36])=[O:32])=[CH:27][CH:26]=2)=[CH:4][CH:3]=1.Cl.C(OC([NH:48][CH2:49][CH2:50][CH2:51][CH2:52][C@H:53]([C:55]([O:57]C(C)(C)C)=[O:56])[NH2:54])=O)(C)(C)C.CN1CCOCC1.CN(C(ON1N=NC2C=CC=CC1=2)=[N+](C)C)C.[B-](F)(F)(F)F.FC(F)(F)C(O)=O.[BH4-].[Na+]. The catalyst is C(Cl)Cl.C(O)(=O)C. The product is [F:1][C:2]1[CH:3]=[CH:4][C:5]([N:8]2[C:11](=[O:12])[C@H:10]([S:13][CH2:14][CH:15]([OH:16])[C:17]3[CH:18]=[CH:19][C:20]([O:23][CH3:24])=[CH:21][CH:22]=3)[C@H:9]2[C:25]2[CH:26]=[CH:27][C:28]([O:29][CH2:30][C:31]([NH:33][CH2:34][C:35]([NH:54][C@@H:53]([C:55]([OH:57])=[O:56])[CH2:52][CH2:51][CH2:50][CH2:49][NH2:48])=[O:36])=[O:32])=[CH:38][CH:39]=2)=[CH:6][CH:7]=1. The yield is 0.910. (5) The reactants are [C:1]([O:5][C:6](=[O:37])[NH:7][C:8]1[CH:13]=[CH:12][CH:11]=[CH:10][C:9]=1[NH:14][C:15](=[O:36])[C:16]1[CH:21]=[CH:20][C:19]([CH2:22][NH:23][C:24]2[S:25][C:26]3[CH:32]=[C:31]([N+:33]([O-])=O)[CH:30]=[CH:29][C:27]=3[N:28]=2)=[CH:18][CH:17]=1)([CH3:4])([CH3:3])[CH3:2].O.O.[Sn](Cl)Cl.C([O-])(=O)C.[NH4+]. The catalyst is C1COCC1.CO.O. The product is [C:1]([O:5][C:6](=[O:37])[NH:7][C:8]1[CH:13]=[CH:12][CH:11]=[CH:10][C:9]=1[NH:14][C:15](=[O:36])[C:16]1[CH:17]=[CH:18][C:19]([CH2:22][NH:23][C:24]2[S:25][C:26]3[CH:32]=[C:31]([NH2:33])[CH:30]=[CH:29][C:27]=3[N:28]=2)=[CH:20][CH:21]=1)([CH3:4])([CH3:2])[CH3:3]. The yield is 0.770. (6) The reactants are [C-:1]#[N:2].[K+].Cl.[C:5]([C:9]1[N:10]=[C:11]([CH2:14]Cl)[NH:12][CH:13]=1)([CH3:8])([CH3:7])[CH3:6]. The catalyst is O.C(O)C. The product is [C:5]([C:9]1[N:10]=[C:11]([CH2:14][C:1]#[N:2])[NH:12][CH:13]=1)([CH3:8])([CH3:7])[CH3:6]. The yield is 0.670. (7) The yield is 0.780. The product is [C:4]([O:3][C:1]([N:8]1[CH2:13][CH2:12][CH:11]([O:14][C:23]2[CH:22]=[CH:21][C:20]([O:19][C:18]([F:17])([F:28])[F:29])=[CH:27][CH:26]=2)[CH2:10][CH2:9]1)=[O:2])([CH3:7])([CH3:6])[CH3:5]. The reactants are [C:1]([N:8]1[CH2:13][CH2:12][CH:11]([OH:14])[CH2:10][CH2:9]1)([O:3][C:4]([CH3:7])([CH3:6])[CH3:5])=[O:2].[H-].[Na+].[F:17][C:18]([F:29])([F:28])[O:19][C:20]1[CH:27]=[CH:26][C:23](CBr)=[CH:22][CH:21]=1. The catalyst is CN(C=O)C. (8) The reactants are C([NH:6][C:7]1[CH:12]=[CH:11][C:10]([N+:13]([O-:15])=[O:14])=[CH:9][C:8]=1[C:16]#[C:17][C:18]([CH3:24])([CH3:23])[C:19]([O:21][CH3:22])=[O:20])(=O)CCC. The catalyst is C(#N)C. The product is [CH3:23][C:18]([C:17]1[NH:6][C:7]2[C:8]([CH:16]=1)=[CH:9][C:10]([N+:13]([O-:15])=[O:14])=[CH:11][CH:12]=2)([CH3:24])[C:19]([O:21][CH3:22])=[O:20]. The yield is 0.230. (9) The reactants are [C:1]([OH:5])(=[O:4])[CH:2]=[O:3].[N+:6]([C:9]1[CH:19]=[CH:18][C:12]([CH2:13][NH:14][CH2:15][CH2:16]O)=[CH:11][CH:10]=1)([O-:8])=[O:7].O. The catalyst is O1CCCC1. The product is [OH:4][CH:1]1[O:5][CH2:16][CH2:15][N:14]([CH2:13][C:12]2[CH:18]=[CH:19][C:9]([N+:6]([O-:8])=[O:7])=[CH:10][CH:11]=2)[C:2]1=[O:3]. The yield is 0.836.